This data is from Full USPTO retrosynthesis dataset with 1.9M reactions from patents (1976-2016). The task is: Predict the reactants needed to synthesize the given product. Given the product [O:1]=[C:2]1[CH:7]=[C:6]([C:8]([O:10][CH3:11])=[O:9])[CH:5]=[CH:4][NH:3]1, predict the reactants needed to synthesize it. The reactants are: [OH:1][C:2]1[CH:7]=[C:6]([C:8]([OH:10])=[O:9])[CH:5]=[CH:4][N:3]=1.[C:11](Cl)(=O)C.